This data is from Forward reaction prediction with 1.9M reactions from USPTO patents (1976-2016). The task is: Predict the product of the given reaction. (1) Given the reactants [O:1]1[CH2:5][CH2:4][N:3]([C:6]([O:8][CH3:9])=[O:7])[S:2]1=[O:10].[OH2:11], predict the reaction product. The product is: [O:1]1[CH2:5][CH2:4][N:3]([C:6]([O:8][CH3:9])=[O:7])[S:2]1(=[O:11])=[O:10]. (2) Given the reactants [NH2:1][CH2:2][C@@H:3]1[C@H:8]([CH3:9])[CH2:7][CH2:6][CH2:5][N:4]1C(C1C=C(C)C=CC=1C1C=NN(C)C=1)=O.[F:25][C:26]1[C:34](F)=[CH:33][C:29]([C:30]([OH:32])=O)=[C:28]([N:36]2[N:40]=[CH:39][CH:38]=[N:37]2)[CH:27]=1, predict the reaction product. The product is: [NH2:1][CH2:2][C@@H:3]1[C@H:8]([CH3:9])[CH2:7][CH2:6][CH2:5][N:4]1[C:30]([C:29]1[CH:33]=[CH:34][C:26]([F:25])=[CH:27][C:28]=1[N:36]1[N:40]=[CH:39][CH:38]=[N:37]1)=[O:32]. (3) Given the reactants FC(F)(F)C(O)=O.ClCCl.[NH2:11][C:12]1[N:17]=[CH:16][N:15]=[C:14]2[N:18]([CH:33]3[CH2:38][CH2:37][CH:36]([N:39]4[CH2:44][CH2:43][N:42]([CH3:45])[CH2:41][CH2:40]4)[CH2:35][CH2:34]3)[N:19]=[C:20]([C:21]3[CH:26]=[CH:25][C:24]([NH:27]C(=O)[O-])=[C:23]([O:31][CH3:32])[CH:22]=3)[C:13]=12, predict the reaction product. The product is: [NH2:27][C:24]1[CH:25]=[CH:26][C:21]([C:20]2[C:13]3[C:14](=[N:15][CH:16]=[N:17][C:12]=3[NH2:11])[N:18]([C@H:33]3[CH2:38][CH2:37][C@H:36]([N:39]4[CH2:40][CH2:41][N:42]([CH3:45])[CH2:43][CH2:44]4)[CH2:35][CH2:34]3)[N:19]=2)=[CH:22][C:23]=1[O:31][CH3:32]. (4) The product is: [F:9][C:7]1([F:10])[CH2:6][CH2:5][N:4]([C:11]([C:13]2[CH:18]=[C:17]([CH3:19])[CH:16]=[CH:15][C:14]=2[N:20]2[N:24]=[CH:23][CH:22]=[N:21]2)=[O:12])[C@H:3]([CH2:2][NH:1][C:26]2[N:31]=[CH:30][C:29]([C:32]([F:35])([F:34])[F:33])=[CH:28][N:27]=2)[CH2:8]1. Given the reactants [NH2:1][CH2:2][CH:3]1[CH2:8][C:7]([F:10])([F:9])[CH2:6][CH2:5][N:4]1[C:11]([C:13]1[CH:18]=[C:17]([CH3:19])[CH:16]=[CH:15][C:14]=1[N:20]1[N:24]=[CH:23][CH:22]=[N:21]1)=[O:12].Cl[C:26]1[N:31]=[CH:30][C:29]([C:32]([F:35])([F:34])[F:33])=[CH:28][N:27]=1, predict the reaction product. (5) Given the reactants O.C1(C)C=CC(S(O)(=O)=O)=CC=1.[C:13]([OH:33])(=[O:32])[CH2:14][CH2:15][CH2:16][CH2:17][CH2:18][CH2:19][CH2:20][CH2:21][CH2:22][CH2:23][CH2:24][CH2:25][CH2:26][CH2:27][CH2:28][CH2:29][CH2:30][CH3:31].[CH2:34]([CH:36]([CH2:39][CH2:40][CH2:41][CH3:42])[CH2:37]O)[CH3:35], predict the reaction product. The product is: [C:13]([O:33][CH2:37][CH:36]([CH2:34][CH3:35])[CH2:39][CH2:40][CH2:41][CH3:42])(=[O:32])[CH2:14][CH2:15][CH2:16][CH2:17][CH2:18][CH2:19][CH2:20][CH2:21][CH2:22][CH2:23][CH2:24][CH2:25][CH2:26][CH2:27][CH2:28][CH2:29][CH2:30][CH3:31]. (6) Given the reactants Cl[C:2]1[N:10]=[CH:9][C:8]([Cl:11])=[CH:7][C:3]=1[C:4]([OH:6])=[O:5].[CH:12]([NH2:15])([CH3:14])[CH3:13].C(=O)([O-])[O-].[K+].[K+], predict the reaction product. The product is: [Cl:11][C:8]1[CH:9]=[N:10][C:2]([NH:15][CH:12]([CH3:14])[CH3:13])=[C:3]([CH:7]=1)[C:4]([OH:6])=[O:5].